From a dataset of Reaction yield outcomes from USPTO patents with 853,638 reactions. Predict the reaction yield, written as a fraction of the theoretical maximum amount of product (1.0 means a 100% yield; for example, 0.34 means a 34% yield). The reactants are C(OC(=O)[NH:7][C:8]1[CH:16]=[C:15]2[C:11]([C:12]([C:28]#[N:29])=[C:13]([C:19]3[CH:24]=[CH:23][C:22]([O:25][CH2:26][CH3:27])=[CH:21][CH:20]=3)[N:14]2[CH2:17][CH3:18])=[CH:10][CH:9]=1)(C)(C)C.C(O)(C(F)(F)F)=O.C(Cl)Cl. No catalyst specified. The product is [NH2:7][C:8]1[CH:16]=[C:15]2[C:11]([C:12]([C:28]#[N:29])=[C:13]([C:19]3[CH:24]=[CH:23][C:22]([O:25][CH2:26][CH3:27])=[CH:21][CH:20]=3)[N:14]2[CH2:17][CH3:18])=[CH:10][CH:9]=1. The yield is 0.960.